From a dataset of Aqueous solubility values for 9,982 compounds from the AqSolDB database. Regression/Classification. Given a drug SMILES string, predict its absorption, distribution, metabolism, or excretion properties. Task type varies by dataset: regression for continuous measurements (e.g., permeability, clearance, half-life) or binary classification for categorical outcomes (e.g., BBB penetration, CYP inhibition). For this dataset (solubility_aqsoldb), we predict Y. (1) The compound is Clc1ccc(Cl)c(Cl)c1. The Y is -3.70 log mol/L. (2) The compound is CCCCC(CC)COC(=O)NS(N)(=O)=O. The Y is -2.40 log mol/L. (3) The compound is CC1=CC(=O)C=C/C1=N\Nc1ccc(Nc2ccc(S(=O)(=O)[O-])cc2[N+](=O)[O-])cc1.[Na+]. The Y is -2.70 log mol/L. (4) The compound is O=C(O)CC1NC(=O)NC1=O. The Y is -1.15 log mol/L. (5) The compound is CCCCCCCCCCCCCCCCOP(=O)([O-])O.[K+]. The Y is -3.26 log mol/L. (6) The compound is COC1CC(C)CCC1C(C)C. The Y is -3.93 log mol/L. (7) The compound is C=C1C2CCC(C2)C1(C)C. The Y is -4.47 log mol/L. (8) The molecule is O=C([O-])C1=Cc2ccccc2/C(=N/Nc2ccc3ccccc3c2S(=O)(=O)[O-])C1=O.[Ca+2]. The Y is -6.28 log mol/L. (9) The molecule is COc1cc(/C=C/C(=O)O)cc(OC)c1OC. The Y is -2.83 log mol/L. (10) The molecule is NC(=O)Nc1cc(Nc2nc(Cl)nc(Nc3ccc(-c4ccc(Nc5nc(Cl)nc(Nc6ccc(N=Nc7cc8c(S(=O)(=O)[O-])cc(S(=O)(=O)[O-])cc8cc7S(=O)(=O)[O-])c(NC(N)=O)c6)n5)cc4S(=O)(=O)[O-])c(S(=O)(=O)[O-])c3)n2)ccc1N=Nc1cc2c(S(=O)(=O)[O-])cc(S(=O)(=O)[O-])cc2cc1S(=O)(=O)[O-].[Na+].[Na+].[Na+].[Na+].[Na+].[Na+].[Na+].[Na+]. The Y is -1.50 log mol/L.